From a dataset of Full USPTO retrosynthesis dataset with 1.9M reactions from patents (1976-2016). Predict the reactants needed to synthesize the given product. (1) Given the product [NH2:7][CH:8]1[CH2:9][CH2:10][N:11]([C:14]2[N:15]([CH2:30][CH2:31][CH2:32][OH:33])[C:16](=[O:29])[CH:17]=[C:18]([C:20]3[CH:25]=[CH:24][C:23]([C:26]#[N:27])=[C:22]([F:28])[CH:21]=3)[N:19]=2)[CH2:12][CH2:13]1, predict the reactants needed to synthesize it. The reactants are: C(OC(=O)[NH:7][CH:8]1[CH2:13][CH2:12][N:11]([C:14]2[N:15]([CH2:30][CH2:31][CH2:32][O:33]C)[C:16](=[O:29])[CH:17]=[C:18]([C:20]3[CH:25]=[CH:24][C:23]([C:26]#[N:27])=[C:22]([F:28])[CH:21]=3)[N:19]=2)[CH2:10][CH2:9]1)(C)(C)C.B(Br)(Br)Br. (2) Given the product [C:21]1([CH:13]([NH:12][C:10]2[C:9]3[C:4](=[CH:5][CH:6]=[CH:7][CH:8]=3)[N:3]=[C:2]([C:33]3[C:28]([CH3:27])=[CH:29][C:30]4[N:31]([CH:37]=[CH:38][N:39]=4)[CH:32]=3)[N:11]=2)[CH2:14][C:15]2[CH:20]=[CH:19][CH:18]=[CH:17][CH:16]=2)[CH:26]=[CH:25][CH:24]=[CH:23][CH:22]=1, predict the reactants needed to synthesize it. The reactants are: Cl[C:2]1[N:11]=[C:10]([NH:12][CH:13]([C:21]2[CH:26]=[CH:25][CH:24]=[CH:23][CH:22]=2)[CH2:14][C:15]2[CH:20]=[CH:19][CH:18]=[CH:17][CH:16]=2)[C:9]2[C:4](=[CH:5][CH:6]=[CH:7][CH:8]=2)[N:3]=1.[CH3:27][C:28]1[C:33](B(O)O)=[CH:32][N:31]2[CH:37]=[CH:38][N:39]=[C:30]2[CH:29]=1.C(NC1C2C(=CC=CC=2)N=C(C2SC3C=CC=CC=3C=2)N=1)(C1C=CC=CC=1)C1C=CC=CC=1. (3) Given the product [CH2:1]([O:8][C:9]([NH:11][C@@H:12]([CH2:17][C:18]1[CH:19]=[C:20]([Cl:25])[CH:21]=[C:22]([Cl:24])[CH:23]=1)[C:13]([OH:15])=[O:14])=[O:10])[C:2]1[CH:7]=[CH:6][CH:5]=[CH:4][CH:3]=1, predict the reactants needed to synthesize it. The reactants are: [CH2:1]([O:8][C:9]([NH:11][C@@H:12]([CH2:17][C:18]1[CH:23]=[C:22]([Cl:24])[CH:21]=[C:20]([Cl:25])[CH:19]=1)[C:13]([O:15]C)=[O:14])=[O:10])[C:2]1[CH:7]=[CH:6][CH:5]=[CH:4][CH:3]=1.[Li+].[OH-]. (4) Given the product [F:15][C:10]1[CH:11]=[CH:12][CH:13]=[CH:14][C:9]=1[CH2:8][CH:7]([OH:6])[CH3:16], predict the reactants needed to synthesize it. The reactants are: C(N(C(C)C)C(=O)[O:6][CH:7]([CH3:16])[CH2:8][C:9]1[CH:14]=[CH:13][CH:12]=[CH:11][C:10]=1[F:15])(C)C.[H-].C([Al+]CC(C)C)C(C)C.S([O-])([O-])(=O)=O.[Na+].[Na+]. (5) Given the product [CH3:28][C:29]1[C:33]([C:2]2[CH:3]=[C:4]([C:8]3[C:14]4[CH:15]=[C:16]([O:21][CH3:22])[C:17]([O:19][CH3:20])=[CH:18][C:13]=4[CH2:12][CH:11]([CH3:23])[N:10]([C:24]([NH:26][CH3:27])=[O:25])[N:9]=3)[CH:5]=[CH:6][CH:7]=2)=[C:32]([CH3:37])[O:31][N:30]=1, predict the reactants needed to synthesize it. The reactants are: Br[C:2]1[CH:3]=[C:4]([C:8]2[C:14]3[CH:15]=[C:16]([O:21][CH3:22])[C:17]([O:19][CH3:20])=[CH:18][C:13]=3[CH2:12][CH:11]([CH3:23])[N:10]([C:24]([NH:26][CH3:27])=[O:25])[N:9]=2)[CH:5]=[CH:6][CH:7]=1.[CH3:28][C:29]1[C:33](B(O)O)=[C:32]([CH3:37])[O:31][N:30]=1.C(=O)([O-])[O-].[K+].[K+].